This data is from Reaction yield outcomes from USPTO patents with 853,638 reactions. The task is: Predict the reaction yield, written as a fraction of the theoretical maximum amount of product (1.0 means a 100% yield; for example, 0.34 means a 34% yield). The reactants are [OH:1][C@H:2]1[C:11]2[C:6](=[CH:7][CH:8]=[CH:9][CH:10]=2)[C@@H:5]([N:12]2[C:20](=[O:21])[C:19]3[C:14](=[CH:15][CH:16]=[CH:17][CH:18]=3)[C:13]2=[O:22])[CH2:4][CH2:3]1.[H-].[Na+].Cl[CH2:26][C:27]([N:29]1[CH2:34][CH2:33][O:32][CH2:31][CH2:30]1)=[O:28]. The catalyst is C1COCC1.O. The product is [N:29]1([C:27](=[O:28])[CH2:26][O:1][C@H:2]2[C:11]3[C:6](=[CH:7][CH:8]=[CH:9][CH:10]=3)[C@@H:5]([N:12]3[C:20](=[O:21])[C:19]4[C:14](=[CH:15][CH:16]=[CH:17][CH:18]=4)[C:13]3=[O:22])[CH2:4][CH2:3]2)[CH2:34][CH2:33][O:32][CH2:31][CH2:30]1. The yield is 0.620.